From a dataset of Full USPTO retrosynthesis dataset with 1.9M reactions from patents (1976-2016). Predict the reactants needed to synthesize the given product. (1) The reactants are: [F:1][C:2]1[C:7]([F:8])=[CH:6][CH:5]=[CH:4][C:3]=1[OH:9].P([O-])([O-])([O-])=O.[K+].[K+].[K+].Cl[CH2:19][CH:20]1[CH2:25][CH2:24][CH:23]([C:26]2[CH:31]=[CH:30][C:29]([O:32][CH2:33][CH3:34])=[C:28]([F:35])[C:27]=2[F:36])[CH2:22][CH2:21]1. Given the product [F:36][C:27]1[C:28]([F:35])=[C:29]([O:32][CH2:33][CH3:34])[CH:30]=[CH:31][C:26]=1[C@H:23]1[CH2:24][CH2:25][C@H:20]([CH2:19][O:9][C:3]2[CH:4]=[CH:5][CH:6]=[C:7]([F:8])[C:2]=2[F:1])[CH2:21][CH2:22]1, predict the reactants needed to synthesize it. (2) Given the product [C:1]([O:5][C:6]([N:8]1[C:16]2[C:11](=[CH:12][C:13]([NH:17][CH:25]3[CH2:23][CH2:15][CH2:16][NH:8][CH2:6]3)=[CH:14][CH:15]=2)[CH:10]=[N:9]1)=[O:7])([CH3:4])([CH3:3])[CH3:2], predict the reactants needed to synthesize it. The reactants are: [C:1]([O:5][C:6]([N:8]1[C:16]2[C:11](=[CH:12][C:13]([N+:17]([O-])=O)=[CH:14][CH:15]=2)[CH:10]=[N:9]1)=[O:7])([CH3:4])([CH3:3])[CH3:2].CCO[C:23]([CH3:25])=O. (3) Given the product [F:29][C:26]1[CH:27]=[CH:28][C:23]([C:9]2[N:10]([C:11]3[CH:16]=[CH:15][N:14]=[C:13]([NH:17][CH:18]4[CH2:22][CH2:21][CH2:20][CH2:19]4)[N:12]=3)[C:5]3[C:6]([N:8]=2)=[N:7][C:2]([C:35]2[CH:36]=[N:37][CH:38]=[CH:39][CH:40]=2)=[CH:3][CH:4]=3)=[CH:24][CH:25]=1, predict the reactants needed to synthesize it. The reactants are: Cl[C:2]1[N:7]=[C:6]2[N:8]=[C:9]([C:23]3[CH:28]=[CH:27][C:26]([F:29])=[CH:25][CH:24]=3)[N:10]([C:11]3[CH:16]=[CH:15][N:14]=[C:13]([NH:17][CH:18]4[CH2:22][CH2:21][CH2:20][CH2:19]4)[N:12]=3)[C:5]2=[CH:4][CH:3]=1.C([Sn](CCCC)(CCCC)[C:35]1[CH:36]=[N:37][CH:38]=[CH:39][CH:40]=1)CCC. (4) The reactants are: [OH:1][C@H:2]1[CH2:6][N:5]([C:7]([O:9][C:10]([CH3:13])([CH3:12])[CH3:11])=[O:8])[C@H:4]([C:14]([O:16][CH3:17])=[O:15])[CH2:3]1.CC(OI1(OC(C)=O)(OC(C)=O)OC(=O)C2C=CC=CC1=2)=O. Given the product [O:1]=[C:2]1[CH2:6][N:5]([C:7]([O:9][C:10]([CH3:11])([CH3:12])[CH3:13])=[O:8])[C@H:4]([C:14]([O:16][CH3:17])=[O:15])[CH2:3]1, predict the reactants needed to synthesize it. (5) Given the product [C:47]([O:46][C:44]([N:8]1[C:9]2[C:5](=[C:4]3[CH2:16][CH2:17][O:18][C:3]3=[C:2]([F:1])[CH:10]=2)[C:6]([CH2:14][CH2:13][NH:12][C:11]([O:37][C:27]([CH3:26])([CH3:28])[CH3:31])=[O:15])=[C:7]1[C:39]([OH:41])=[O:40])=[O:45])([CH3:50])([CH3:48])[CH3:49], predict the reactants needed to synthesize it. The reactants are: [F:1][C:2]1[CH:10]=[C:9]2[C:5]([C:6]3[CH2:14][CH2:13][NH:12][C:11](=[O:15])[C:7]=3[NH:8]2)=[C:4]2[CH2:16][CH2:17][O:18][C:3]=12.FC1[C:26]2[C:27]3[CH2:31]CNC(=O)[C:28]=3NC=2[CH:26]=[C:27]2[CH2:31]CO[C:28]=12.[OH-:37].[K+].[C:39](=O)([O-:41])[OH:40].[Na+].[C:44](O[C:44]([O:46][C:47]([CH3:50])([CH3:49])[CH3:48])=[O:45])([O:46][C:47]([CH3:50])([CH3:49])[CH3:48])=[O:45].Cl. (6) Given the product [Si:17]([O:16][CH2:15][CH2:14][N:9]1[CH2:10][CH2:11][N:7]([C:1]2[CH:2]=[CH:3][CH:4]=[CH:5][CH:6]=2)[C:8]1=[O:12])([C:20]([CH3:23])([CH3:22])[CH3:21])([CH3:19])[CH3:18], predict the reactants needed to synthesize it. The reactants are: [C:1]1([N:7]2[CH2:11][CH2:10][NH:9][C:8]2=[O:12])[CH:6]=[CH:5][CH:4]=[CH:3][CH:2]=1.Br[CH2:14][CH2:15][O:16][Si:17]([C:20]([CH3:23])([CH3:22])[CH3:21])([CH3:19])[CH3:18]. (7) Given the product [CH3:1][O:2][C:3]1([C:18]2[CH:19]=[CH:20][C:21]([S:37]([CH3:27])(=[O:40])=[O:38])=[CH:22][CH:23]=2)[CH2:8][CH2:7][C:6]([C:12]2[CH:13]=[CH:14][CH:15]=[CH:16][CH:17]=2)([C:9]([OH:11])=[O:10])[CH2:5][CH2:4]1, predict the reactants needed to synthesize it. The reactants are: [CH3:1][O:2][C:3]1([C:18]2[CH:23]=[CH:22][C:21](SC)=[CH:20][CH:19]=2)[CH2:8][CH2:7][C:6]([C:12]2[CH:17]=[CH:16][CH:15]=[CH:14][CH:13]=2)([C:9]([OH:11])=[O:10])[CH2:5][CH2:4]1.Cl[C:27]1C=CC=C(C(OO)=O)C=1.[S:37]([O-:40])([O-])=[O:38].[Na+].[Na+].S([O-])(O)(=O)=O.[Na+].